This data is from Reaction yield outcomes from USPTO patents with 853,638 reactions. The task is: Predict the reaction yield, written as a fraction of the theoretical maximum amount of product (1.0 means a 100% yield; for example, 0.34 means a 34% yield). (1) The reactants are [F:1][C:2]1[CH:3]=[C:4]2[C:8](=[CH:9][CH:10]=1)[NH:7][C:6](=[O:11])[C:5]2=O.C(O)(=O)[CH2:14][C:15]([OH:17])=[O:16]. The catalyst is C(O)(=O)C.C([O-])(O)=O.[Na+]. The product is [F:1][C:2]1[CH:3]=[C:4]2[C:8](=[CH:9][CH:10]=1)[N:7]=[C:6]([OH:11])[CH:5]=[C:14]2[C:15]([OH:17])=[O:16]. The yield is 0.540. (2) The reactants are [Cl:1][C:2]1[CH:3]=[CH:4][C:5]2[O:9][CH:8]=[C:7]([CH2:10][OH:11])[C:6]=2[CH:12]=1.C12([C:23]3[CH:24]=[C:25]([CH:28]=[CH:29][C:30]=3OC)[CH:26]=[O:27])CC3CC(CC(C3)C1)C2. No catalyst specified. The product is [Cl:1][C:2]1[CH:3]=[CH:4][C:5]2[O:9][CH:8]=[C:7]([CH2:10][O:11][C:30]3[CH:29]=[CH:28][C:25]([CH:26]=[O:27])=[CH:24][CH:23]=3)[C:6]=2[CH:12]=1. The yield is 0.0900. (3) The reactants are [C:1]([C:3]1[N:4]=[C:5]([C:16]([OH:18])=O)[N:6]([CH2:8][O:9][CH2:10][CH2:11][Si:12]([CH3:15])([CH3:14])[CH3:13])[CH:7]=1)#[N:2].[K+].C(C1N=C(C([O-])=O)N(COCC[Si](C)(C)C)C=1)#N.CCN(C(C)C)C(C)C.[C:47]1([C:53]2[CH:58]=[C:57]([CH:59]3[CH2:64][CH2:63][N:62]([O:65][CH3:66])[CH2:61][CH2:60]3)[CH:56]=[CH:55][C:54]=2[NH2:67])[CH2:52][CH2:51][CH2:50][CH2:49][CH:48]=1.C1CN([P+](Br)(N2CCCC2)N2CCCC2)CC1.F[P-](F)(F)(F)(F)F. The catalyst is C(Cl)Cl. The product is [C:47]1([C:53]2[CH:58]=[C:57]([CH:59]3[CH2:64][CH2:63][N:62]([O:65][CH3:66])[CH2:61][CH2:60]3)[CH:56]=[CH:55][C:54]=2[NH:67][C:16]([C:5]2[N:6]([CH2:8][O:9][CH2:10][CH2:11][Si:12]([CH3:13])([CH3:14])[CH3:15])[CH:7]=[C:3]([C:1]#[N:2])[N:4]=2)=[O:18])[CH2:52][CH2:51][CH2:50][CH2:49][CH:48]=1. The yield is 0.480. (4) The reactants are [F:1][C:2]1[CH:3]=[C:4]2[C:9](=[CH:10][CH:11]=1)[NH:8][C:7](=[O:12])[CH2:6][CH2:5]2.[H-].[Na+].Br[CH2:16][CH2:17][CH2:18][Cl:19]. The catalyst is CN(C=O)C. The product is [Cl:19][CH2:18][CH2:17][CH2:16][N:8]1[C:9]2[C:4](=[CH:3][C:2]([F:1])=[CH:11][CH:10]=2)[CH2:5][CH2:6][C:7]1=[O:12]. The yield is 0.730.